From a dataset of Full USPTO retrosynthesis dataset with 1.9M reactions from patents (1976-2016). Predict the reactants needed to synthesize the given product. (1) Given the product [Cl:1][C:2]1[S:3][C:4]([C:8]2[C:17](=[O:18])[NH:16][C:11]3=[N:12][CH:13]=[CH:14][N:15]=[C:10]3[C:9]=2[O:19][C:20](=[O:24])[CH:21]([CH3:23])[CH3:22])=[C:5]([CH3:7])[N:6]=1, predict the reactants needed to synthesize it. The reactants are: [Cl:1][C:2]1[S:3][C:4]([C:8]2[C:17](=[O:18])[NH:16][C:11]3=[N:12][CH:13]=[CH:14][N:15]=[C:10]3[C:9]=2[OH:19])=[C:5]([CH3:7])[N:6]=1.[C:20](Cl)(=[O:24])[CH:21]([CH3:23])[CH3:22].N1C=CC=CC=1. (2) Given the product [CH:33]1([CH2:32][C:21]2[C:20]([C:18]([C:16]3[CH:15]=[C:12]([CH:11]=[C:10]([C:9]#[C:8][CH2:7][OH:6])[CH:17]=3)[C:13]#[N:14])=[O:19])=[C:25]([CH:26]([CH3:28])[CH3:27])[C:24](=[O:29])[NH:23][C:22]=2[CH3:31])[CH2:35][CH2:34]1, predict the reactants needed to synthesize it. The reactants are: C([Si](C)(C)[O:6][CH2:7][C:8]#[C:9][C:10]1[CH:11]=[C:12]([CH:15]=[C:16]([C:18]([C:20]2[C:25]([CH:26]([CH3:28])[CH3:27])=[C:24]([O:29]C)[N:23]=[C:22]([CH3:31])[C:21]=2[CH2:32][CH:33]2[CH2:35][CH2:34]2)=[O:19])[CH:17]=1)[C:13]#[N:14])(C)(C)C.C(#N)C.[OH-].[NH4+]. (3) Given the product [CH:3]1([C@H:7]([NH:9][C:10]2[N:18]=[C:47]([C:46]([OH:1])=[O:48])[N:16]=[C:15]3[C:11]=2[N:12]([CH2:35][C:36]2[CH:41]=[CH:40][C:39]([C:42]([F:45])([F:44])[F:43])=[CH:38][CH:37]=2)[C:13]([C:21]2[CH:26]=[C:25]([N:27]([CH3:29])[CH3:28])[CH:24]=[CH:23][C:22]=2[O:30][C:31]([F:34])([F:33])[F:32])=[N:14]3)[CH3:8])[CH2:6][CH2:5][CH2:4]1, predict the reactants needed to synthesize it. The reactants are: [OH-:1].[Na+].[CH:3]1([C@H:7]([NH:9][C:10]2[N:18]=C(C#N)[N:16]=[C:15]3[C:11]=2[N:12]([CH2:35][C:36]2[CH:41]=[CH:40][C:39]([C:42]([F:45])([F:44])[F:43])=[CH:38][CH:37]=2)[C:13]([C:21]2[CH:26]=[C:25]([N:27]([CH3:29])[CH3:28])[CH:24]=[CH:23][C:22]=2[O:30][C:31]([F:34])([F:33])[F:32])=[N:14]3)[CH3:8])[CH2:6][CH2:5][CH2:4]1.[CH2:46]([OH:48])[CH3:47]. (4) Given the product [OH:18][CH2:1][C:2]([C:4]1[CH:9]=[CH:8][C:7]([O:10][CH3:11])=[CH:6][CH:5]=1)=[O:3], predict the reactants needed to synthesize it. The reactants are: [CH3:1][C:2]([C:4]1[CH:9]=[CH:8][C:7]([O:10][CH3:11])=[CH:6][CH:5]=1)=[O:3].C(#N)C.FC(F)(F)C(O)=[O:18].FC(F)(F)C(OI(C1C=CC=CC=1)OC(=O)C(F)(F)F)=O.